This data is from Full USPTO retrosynthesis dataset with 1.9M reactions from patents (1976-2016). The task is: Predict the reactants needed to synthesize the given product. (1) The reactants are: C(OC([N:8]1[CH2:13][CH2:12][CH:11]([C:14]2[CH:19]=[CH:18][C:17]([C:20]3[CH:28]=[CH:27][C:23]4[O:24][CH2:25][O:26][C:22]=4[CH:21]=3)=[CH:16][N:15]=2)[CH2:10][CH2:9]1)=O)(C)(C)C.C(O)(C(F)(F)F)=O.O.[OH-].[Na+]. Given the product [O:24]1[C:23]2[CH:27]=[CH:28][C:20]([C:17]3[CH:18]=[CH:19][C:14]([CH:11]4[CH2:12][CH2:13][NH:8][CH2:9][CH2:10]4)=[N:15][CH:16]=3)=[CH:21][C:22]=2[O:26][CH2:25]1, predict the reactants needed to synthesize it. (2) Given the product [O:59]1[CH2:60][CH2:61][CH:56]([NH:55][C:21]([C:17]2[S:16][C:15](/[CH:14]=[CH:13]/[C:12]3[C:8]([C:5]4[CH:4]=[CH:3][C:2]([F:1])=[CH:7][N:6]=4)=[N:9][O:10][CH:11]=3)=[N:19][C:18]=2[CH3:20])=[O:23])[CH2:57][CH2:58]1, predict the reactants needed to synthesize it. The reactants are: [F:1][C:2]1[CH:3]=[CH:4][C:5]([C:8]2[C:12](/[CH:13]=[CH:14]/[C:15]3[S:16][C:17]([C:21]([OH:23])=O)=[C:18]([CH3:20])[N:19]=3)=[CH:11][O:10][N:9]=2)=[N:6][CH:7]=1.F[B-](F)(F)F.N1(OC(N(C)C)=[N+](C)C)C2C=CC=CC=2N=N1.C(N(CC)C(C)C)(C)C.[NH2:55][CH:56]1[CH2:61][CH2:60][O:59][CH2:58][CH2:57]1. (3) Given the product [CH:1]1([O:7][C:8]2[C:9](=[O:14])[N:10]([C:16]3[CH:21]=[CH:20][C:19]([F:22])=[CH:18][CH:17]=3)[CH:11]=[CH:12][N:13]=2)[CH2:2][CH2:3][CH2:4][CH2:5][CH2:6]1, predict the reactants needed to synthesize it. The reactants are: [CH:1]1([O:7][C:8]2[C:9](=[O:14])[NH:10][CH:11]=[CH:12][N:13]=2)[CH2:6][CH2:5][CH2:4][CH2:3][CH2:2]1.Br[C:16]1[CH:21]=[CH:20][C:19]([F:22])=[CH:18][CH:17]=1.CNCCNC.[O-]P([O-])([O-])=O.[K+].[K+].[K+]. (4) Given the product [CH3:26][C:21]1[C:20]([C:7]2[C:8]3[O:13][CH2:12][CH:11]([C:14]4[CH:19]=[CH:18][CH:17]=[CH:16][N:15]=4)[N:10]4[C:2]([CH3:28])=[N:3][C:4]([C:9]=34)=[CH:5][CH:6]=2)=[C:24]([CH3:25])[O:23][N:22]=1, predict the reactants needed to synthesize it. The reactants are: Cl[C:2]1[N:10]2[CH:11]([C:14]3[CH:19]=[CH:18][CH:17]=[CH:16][N:15]=3)[CH2:12][O:13][C:8]3=[C:9]2[C:4](=[CH:5][CH:6]=[C:7]3[C:20]2[C:21]([CH3:26])=[N:22][O:23][C:24]=2[CH3:25])[N:3]=1.[Cl-].[CH3:28][Zn+]. (5) Given the product [CH:1]([C:4]1[CH:9]=[CH:8][C:7]([O:10][C:11]([N:43]2[CH2:44][CH2:45][CH2:46][CH:41]([C:37]3[CH:38]=[CH:39][CH:40]=[C:35]([O:34][C:32]([C:31]([O:30][CH2:23][C:24]4[CH:29]=[CH:28][CH:27]=[CH:26][CH:25]=4)=[O:48])([CH3:33])[CH3:47])[CH:36]=3)[CH2:42]2)=[O:12])=[CH:6][CH:5]=1)([CH3:3])[CH3:2], predict the reactants needed to synthesize it. The reactants are: [CH:1]([C:4]1[CH:9]=[CH:8][C:7]([OH:10])=[CH:6][CH:5]=1)([CH3:3])[CH3:2].[C:11](N1C=CN=C1)(N1C=CN=C1)=[O:12].[CH2:23]([O:30][C:31](=[O:48])[C:32]([CH3:47])([O:34][C:35]1[CH:40]=[CH:39][CH:38]=[C:37]([CH:41]2[CH2:46][CH2:45][CH2:44][NH:43][CH2:42]2)[CH:36]=1)[CH3:33])[C:24]1[CH:29]=[CH:28][CH:27]=[CH:26][CH:25]=1.Cl. (6) Given the product [CH2:1]([O:3][C:4](=[O:20])[CH2:5][C:6]1[NH:8][C:9]2[N:10]=[CH:11][C:12]([Br:19])=[CH:13][C:14]=2[S:15](=[O:18])(=[O:17])[N:16]=1)[CH3:2], predict the reactants needed to synthesize it. The reactants are: [CH2:1]([O:3][C:4](=[O:20])[CH2:5][C:6]([NH:8][C:9]1[C:14]([S:15](=[O:18])(=[O:17])[NH2:16])=[CH:13][C:12]([Br:19])=[CH:11][N:10]=1)=O)[CH3:2].C(N(CC)CC)C.C(OCC)(=O)C. (7) Given the product [BrH:10].[Br:10][C:6]1[CH:5]=[C:4]([CH3:8])[C:3]([NH2:9])=[C:2]([Cl:1])[CH:7]=1, predict the reactants needed to synthesize it. The reactants are: [Cl:1][C:2]1[CH:7]=[CH:6][CH:5]=[C:4]([CH3:8])[C:3]=1[NH2:9].[Br:10]Br. (8) The reactants are: [OH-].[K+].[F:3][C:4]1[C:17]2[N:16]=[CH:15][C:14]3[N:13]([CH3:18])[CH:12]=[C:11]([C:19]([O:21]CC)=[O:20])[C:10](=[O:24])[C:9]=3[C:8]=2[CH:7]=[CH:6][C:5]=1[N:25]1[CH2:30][CH2:29][C:28]([OH:41])([C:31]2[CH:36]=[CH:35][CH:34]=[C:33]([C:37]([F:40])([F:39])[F:38])[CH:32]=2)[CH2:27][CH2:26]1.C(O)(=O)C. Given the product [F:3][C:4]1[C:17]2[N:16]=[CH:15][C:14]3[N:13]([CH3:18])[CH:12]=[C:11]([C:19]([OH:21])=[O:20])[C:10](=[O:24])[C:9]=3[C:8]=2[CH:7]=[CH:6][C:5]=1[N:25]1[CH2:30][CH2:29][C:28]([OH:41])([C:31]2[CH:36]=[CH:35][CH:34]=[C:33]([C:37]([F:38])([F:39])[F:40])[CH:32]=2)[CH2:27][CH2:26]1, predict the reactants needed to synthesize it. (9) Given the product [Br:46][C:47]1[CH:48]=[C:49]([OH:54])[C:50]([NH:53][S:29]([C:26]2[CH:27]=[N:28][C:23]([C:22]([F:34])([F:33])[F:21])=[CH:24][CH:25]=2)(=[O:31])=[O:30])=[N:51][CH:52]=1, predict the reactants needed to synthesize it. The reactants are: ClC1C=C(OC)C(NS(C2SC(C)=NC=2C)(=O)=O)=NC=1.[F:21][C:22]([F:34])([F:33])[C:23]1[N:28]=[CH:27][C:26]([S:29](Cl)(=[O:31])=[O:30])=[CH:25][CH:24]=1.CC1N=C(C)SC=1S(Cl)(=O)=O.[Br:46][C:47]1[CH:48]=[C:49]([O:54]C)[C:50]([NH2:53])=[N:51][CH:52]=1.ClC1C=C(OC)C(N)=NC=1.